Dataset: Peptide-MHC class I binding affinity with 185,985 pairs from IEDB/IMGT. Task: Regression. Given a peptide amino acid sequence and an MHC pseudo amino acid sequence, predict their binding affinity value. This is MHC class I binding data. The peptide sequence is KLIDVEMTR. The MHC is HLA-A24:02 with pseudo-sequence HLA-A24:02. The binding affinity (normalized) is 0.